This data is from Reaction yield outcomes from USPTO patents with 853,638 reactions. The task is: Predict the reaction yield, written as a fraction of the theoretical maximum amount of product (1.0 means a 100% yield; for example, 0.34 means a 34% yield). (1) The reactants are Br[C:2]1[CH:7]=[CH:6][C:5]([C:8]2[C:14]3[CH:15]=[CH:16][CH:17]=[CH:18][C:13]=3[CH2:12][CH2:11][CH2:10][CH:9]=2)=[CH:4][CH:3]=1.[C:19]([O:23][CH3:24])(=[O:22])[CH:20]=[CH2:21].C(N(CC)CC)C. The catalyst is CN(C=O)C.Cl[Pd](Cl)([P](C1C=CC=CC=1)(C1C=CC=CC=1)C1C=CC=CC=1)[P](C1C=CC=CC=1)(C1C=CC=CC=1)C1C=CC=CC=1. The product is [CH3:24][O:23][C:19](=[O:22])[CH:20]=[CH:21][C:2]1[CH:7]=[CH:6][C:5]([C:8]2[C:14]3[CH:15]=[CH:16][CH:17]=[CH:18][C:13]=3[CH2:12][CH2:11][CH2:10][CH:9]=2)=[CH:4][CH:3]=1. The yield is 0.900. (2) The reactants are [F:1][C:2]1[CH:7]=[CH:6][C:5]([F:8])=[CH:4][C:3]=1[O:9][C:10]1[CH:15]=[CH:14][C:13]([N+:16]([O-])=O)=[CH:12][CH:11]=1.O.NN. The catalyst is CO.[Ni]. The product is [F:1][C:2]1[CH:7]=[CH:6][C:5]([F:8])=[CH:4][C:3]=1[O:9][C:10]1[CH:11]=[CH:12][C:13]([NH2:16])=[CH:14][CH:15]=1. The yield is 0.930. (3) The reactants are [C:1]1([C:7]2[O:8][C:9]([C:15]([F:18])([F:17])[F:16])=[C:10]([C:12]([OH:14])=O)[N:11]=2)[CH:6]=[CH:5][CH:4]=[CH:3][CH:2]=1.[CH2:19]([N:21]1[C:29]2[C:24](=[CH:25][C:26]([N+:32]([O-])=O)=[C:27]([O:30][CH3:31])[CH:28]=2)[C:23]([NH2:35])=[N:22]1)[CH3:20].NC1C2C(=CC=C(NC(C3N=C(C4C=CC=CC=4)OC=3C(F)(F)F)=O)C=2)N(CCC)N=1. No catalyst specified. The product is [NH2:35][C:23]1[C:24]2[C:29](=[CH:28][C:27]([O:30][CH3:31])=[C:26]([NH:32][C:12]([C:10]3[N:11]=[C:7]([C:1]4[CH:2]=[CH:3][CH:4]=[CH:5][CH:6]=4)[O:8][C:9]=3[C:15]([F:18])([F:17])[F:16])=[O:14])[CH:25]=2)[N:21]([CH2:19][CH3:20])[N:22]=1. The yield is 0.130. (4) The reactants are [NH2:1][C:2]1[CH:36]=[CH:35][C:5]([O:6][C:7]2[CH:12]=[CH:11][N:10]=[C:9]3[CH:13]=[C:14]([C:16]4[N:17]([CH3:34])[C:18]([CH2:21][N:22]([CH2:30][CH2:31][O:32][CH3:33])[C:23](=[O:29])[O:24][C:25]([CH3:28])([CH3:27])[CH3:26])=[CH:19][N:20]=4)[S:15][C:8]=23)=[C:4]([F:37])[CH:3]=1.[C:38]1([CH2:44][C:45]([N:47]=[C:48]=[S:49])=[O:46])[CH:43]=[CH:42][CH:41]=[CH:40][CH:39]=1. The catalyst is CCO.C1(C)C=CC=CC=1. The product is [F:37][C:4]1[CH:3]=[C:2]([NH:1][C:48]([NH:47][C:45](=[O:46])[CH2:44][C:38]2[CH:39]=[CH:40][CH:41]=[CH:42][CH:43]=2)=[S:49])[CH:36]=[CH:35][C:5]=1[O:6][C:7]1[CH:12]=[CH:11][N:10]=[C:9]2[CH:13]=[C:14]([C:16]3[N:17]([CH3:34])[C:18]([CH2:21][N:22]([CH2:30][CH2:31][O:32][CH3:33])[C:23](=[O:29])[O:24][C:25]([CH3:28])([CH3:27])[CH3:26])=[CH:19][N:20]=3)[S:15][C:8]=12. The yield is 0.800. (5) The reactants are [NH2:1][N:2]1[CH2:7][CH2:6][CH2:5][CH2:4][CH2:3]1.[C:8]([O:12][CH3:13])(=[O:11])[CH:9]=[CH2:10]. The catalyst is CO. The product is [N:2]1([NH:1][CH2:10][CH2:9][C:8]([O:12][CH3:13])=[O:11])[CH2:7][CH2:6][CH2:5][CH2:4][CH2:3]1. The yield is 0.505. (6) The reactants are B(F)(F)F.CCOCC.[CH2:10]([SH:14])[CH2:11][CH2:12][SH:13].[F:15][C:16]([F:26])([F:25])[C:17]1[CH:18]=[C:19]([CH:22]=[CH:23][CH:24]=1)[CH:20]=O.CCOC(C)=O.CCCCCC. The catalyst is C(Cl)Cl. The product is [F:15][C:16]([F:25])([F:26])[C:17]1[CH:18]=[C:19]([CH:20]2[S:14][CH2:10][CH2:11][CH2:12][S:13]2)[CH:22]=[CH:23][CH:24]=1. The yield is 1.00. (7) The reactants are [CH3:1][O:2][C:3]1[CH:4]=[C:5]([CH:11]=[CH:12][C:13]=1OS(C(F)(F)F)(=O)=O)[C:6]([O:8][CH2:9][CH3:10])=[O:7].[C:22]([C:24]1[CH:29]=[CH:28][CH:27]=[CH:26][C:25]=1B(O)O)#[N:23].C(=O)([O-])[O-].[Cs+].[Cs+].C(OCC)(=O)C. The catalyst is O1CCCC1.C1C=CC(P(C2C=CC=CC=2)[C-]2C=CC=C2)=CC=1.C1C=CC(P(C2C=CC=CC=2)[C-]2C=CC=C2)=CC=1.Cl[Pd]Cl.[Fe+2].O. The product is [C:22]([C:24]1[CH:29]=[CH:28][CH:27]=[CH:26][C:25]=1[C:13]1[CH:12]=[CH:11][C:5]([C:6]([O:8][CH2:9][CH3:10])=[O:7])=[CH:4][C:3]=1[O:2][CH3:1])#[N:23]. The yield is 0.0500. (8) The reactants are [CH3:1][N:2]([CH3:11])[C:3]1[CH:10]=[CH:9][C:6]([O:7][CH3:8])=[CH:5][CH:4]=1.[N:12]([O-])=[O:13].[Na+]. The catalyst is Cl.O.CC([O-])=O.[Na+]. The product is [CH3:11][N:2]([C:3]1[CH:10]=[CH:9][C:6]([O:7][CH3:8])=[CH:5][C:4]=1[N:12]=[O:13])[CH3:1]. The yield is 1.00. (9) The reactants are [Cl:1][C:2]1[C:6]([Cl:7])=[C:5]([CH3:8])[NH:4][C:3]=1[C:9]([NH:11][C@@H:12]1[CH2:17][CH2:16][N:15](C(OC)=O)[CH2:14][C@@H:13]1[CH3:22])=[O:10].[OH-].[K+].O.NN.O. The catalyst is C(O)CO. The product is [Cl:1][C:2]1[C:6]([Cl:7])=[C:5]([CH3:8])[NH:4][C:3]=1[C:9]([NH:11][C@@H:12]1[CH2:17][CH2:16][NH:15][CH2:14][C@@H:13]1[CH3:22])=[O:10]. The yield is 0.630.